From a dataset of Forward reaction prediction with 1.9M reactions from USPTO patents (1976-2016). Predict the product of the given reaction. (1) The product is: [NH2:1][CH2:4][CH:5]1[CH2:9][C:8]2[CH:10]=[C:11]([C:21]#[N:22])[CH:12]=[C:13]([C:14]3[CH:19]=[CH:18][CH:17]=[CH:16][C:15]=3[CH3:20])[C:7]=2[O:6]1. Given the reactants [N:1]([CH2:4][CH:5]1[CH2:9][C:8]2[CH:10]=[C:11]([C:21]#[N:22])[CH:12]=[C:13]([C:14]3[CH:19]=[CH:18][CH:17]=[CH:16][C:15]=3[CH3:20])[C:7]=2[O:6]1)=[N+]=[N-].C1(P(C2C=CC=CC=2)C2C=CC=CC=2)C=CC=CC=1, predict the reaction product. (2) Given the reactants [CH3:1][O:2][C:3]1[CH:28]=[CH:27][C:6]([CH2:7][N:8]2[C:12]3=[N:13][CH:14]=[CH:15][C:16]([O:17][C:18]4[CH:23]=[CH:22][C:21]([NH2:24])=[CH:20][C:19]=4[F:25])=[C:11]3[C:10](I)=[N:9]2)=[CH:5][CH:4]=1.[N:29]1([C:36]([O:38][C:39]([CH3:42])([CH3:41])[CH3:40])=[O:37])[CH2:35][CH2:34][CH2:33][NH:32][CH2:31][CH2:30]1.N1CCC[C@H]1C(O)=O.C([O-])([O-])=O.[K+].[K+], predict the reaction product. The product is: [NH2:24][C:21]1[CH:22]=[CH:23][C:18]([O:17][C:16]2[CH:15]=[CH:14][N:13]=[C:12]3[N:8]([CH2:7][C:6]4[CH:27]=[CH:28][C:3]([O:2][CH3:1])=[CH:4][CH:5]=4)[N:9]=[C:10]([N:32]4[CH2:33][CH2:34][CH2:35][N:29]([C:36]([O:38][C:39]([CH3:42])([CH3:41])[CH3:40])=[O:37])[CH2:30][CH2:31]4)[C:11]=23)=[C:19]([F:25])[CH:20]=1. (3) Given the reactants [Cl:1][CH2:2][CH:3]([C:5]1[CH:10]=[CH:9][CH:8]=[CH:7][CH:6]=1)[OH:4].ClCC(C1C=CC=CC=1)=O.[H+].[B-](F)(F)(F)F, predict the reaction product. The product is: [Cl:1][CH2:2][C@@H:3]([C:5]1[CH:10]=[CH:9][CH:8]=[CH:7][CH:6]=1)[OH:4].